From a dataset of Full USPTO retrosynthesis dataset with 1.9M reactions from patents (1976-2016). Predict the reactants needed to synthesize the given product. (1) Given the product [F:1][C:2]1[CH:7]=[CH:6][CH:5]=[CH:4][C:3]=1[C@H:8]1[C@@H:17]([C:18]2[CH:23]=[CH:22][C:21]([O:24][CH2:25][CH2:26][N:27]3[CH2:28][CH2:29][CH2:30][CH2:31]3)=[CH:20][CH:19]=2)[C:16]2[C:11](=[CH:12][C:13]([OH:32])=[CH:14][CH:15]=2)[O:10][CH2:9]1, predict the reactants needed to synthesize it. The reactants are: [F:1][C:2]1[CH:7]=[CH:6][CH:5]=[CH:4][C:3]=1[C@H:8]1[C@@H:17]([C:18]2[CH:23]=[CH:22][C:21]([O:24][CH2:25][CH2:26][N:27]3[CH2:31][CH2:30][CH2:29][CH2:28]3)=[CH:20][CH:19]=2)[C:16]2[C:11](=[CH:12][C:13]([O:32]C)=[CH:14][CH:15]=2)[O:10][CH2:9]1.Cl.N1C=CC=CC=1. (2) Given the product [CH3:1][O:2][C:3]([C:5]1[CH:6]=[C:7]2[CH:13]=[CH:12][NH:11][C:8]2=[N:9][CH:10]=1)=[O:4], predict the reactants needed to synthesize it. The reactants are: [CH3:1][O:2][C:3]([C:5]1[CH:6]=[C:7]2[CH:13]=[CH:12][N:11](S(C3C=CC(C)=CC=3)(=O)=O)[C:8]2=[N:9][CH:10]=1)=[O:4].C[O-].[Na+].